Dataset: Forward reaction prediction with 1.9M reactions from USPTO patents (1976-2016). Task: Predict the product of the given reaction. (1) Given the reactants [CH3:1][NH:2][CH2:3][CH2:4][C:5]1[CH:10]=[CH:9][CH:8]=[CH:7][N:6]=1.[C:11]([NH:14][C:15]1[CH:20]=[CH:19][C:18]([S:21](Cl)(=[O:23])=[O:22])=[CH:17][CH:16]=1)(=[O:13])[CH3:12].O, predict the reaction product. The product is: [CH3:1][N:2]([CH2:3][CH2:4][C:5]1[CH:10]=[CH:9][CH:8]=[CH:7][N:6]=1)[S:21]([C:18]1[CH:17]=[CH:16][C:15]([NH:14][C:11](=[O:13])[CH3:12])=[CH:20][CH:19]=1)(=[O:23])=[O:22]. (2) The product is: [F:1][C:2]([C:12]1[CH:17]=[CH:16][C:15]([C:23]#[C:22][CH2:21][CH2:20][CH2:19][OH:24])=[CH:14][CH:13]=1)([CH3:11])[CH2:3][NH:4][S:5]([CH:8]([CH3:10])[CH3:9])(=[O:7])=[O:6]. Given the reactants [F:1][C:2]([C:12]1[CH:17]=[CH:16][C:15](I)=[CH:14][CH:13]=1)([CH3:11])[CH2:3][NH:4][S:5]([CH:8]([CH3:10])[CH3:9])(=[O:7])=[O:6].[C:19]([OH:24])#[C:20][CH2:21][CH2:22][CH3:23].CCN(CC)CC, predict the reaction product. (3) Given the reactants [SH:1][CH2:2][C:3]1([OH:15])[CH2:8][CH2:7][CH:6]([C:9]2[CH:14]=[CH:13][CH:12]=[CH:11][CH:10]=2)[CH2:5][CH2:4]1.[C:16]1(=[O:27])[C:25]2[C:20](=[CH:21][CH:22]=[CH:23][CH:24]=2)[CH:19]=[CH:18][C:17]1=[O:26], predict the reaction product. The product is: [C:9]1([CH:6]2[CH2:5][CH2:4][C:3]3([O:15][C:19]4[C:20]5[C:25]([C:16](=[O:27])[C:17](=[O:26])[C:18]=4[S:1][CH2:2]3)=[CH:24][CH:23]=[CH:22][CH:21]=5)[CH2:8][CH2:7]2)[CH:14]=[CH:13][CH:12]=[CH:11][CH:10]=1. (4) Given the reactants [OH:1][C:2]1[CH:3]=[C:4]2[C:9](=[CH:10][CH:11]=1)[NH:8][C:7](=[O:12])[CH2:6][CH2:5]2.C(=O)([O-])[O-].[Cs+].[Cs+].Cl[CH2:20][CH2:21][CH2:22][N:23]1[CH2:27][CH2:26][CH2:25][C@H:24]1[CH3:28], predict the reaction product. The product is: [CH3:28][C@@H:24]1[CH2:25][CH2:26][CH2:27][N:23]1[CH2:22][CH2:21][CH2:20][O:1][C:2]1[CH:3]=[C:4]2[C:9](=[CH:10][CH:11]=1)[NH:8][C:7](=[O:12])[CH2:6][CH2:5]2. (5) Given the reactants C([O:3][C:4](=[O:44])[CH2:5][N:6]([S:32]([N:35]1[C:43]2[C:38](=[CH:39][CH:40]=[CH:41][CH:42]=2)[CH2:37][CH2:36]1)(=[O:34])=[O:33])[CH2:7][C:8]1[CH:13]=[CH:12][C:11]([O:14][CH2:15][C:16]2[N:17]=[C:18]([C:22]3[CH:27]=[CH:26][C:25]([C:28]([F:31])([F:30])[F:29])=[CH:24][CH:23]=3)[O:19][C:20]=2[CH3:21])=[CH:10][CH:9]=1)C.O.[OH-].[Li+], predict the reaction product. The product is: [N:35]1([S:32]([N:6]([CH2:5][C:4]([OH:44])=[O:3])[CH2:7][C:8]2[CH:13]=[CH:12][C:11]([O:14][CH2:15][C:16]3[N:17]=[C:18]([C:22]4[CH:23]=[CH:24][C:25]([C:28]([F:29])([F:30])[F:31])=[CH:26][CH:27]=4)[O:19][C:20]=3[CH3:21])=[CH:10][CH:9]=2)(=[O:34])=[O:33])[C:43]2[C:38](=[CH:39][CH:40]=[CH:41][CH:42]=2)[CH2:37][CH2:36]1. (6) Given the reactants [Br:1][C:2]1[CH:3]=[C:4]([C:10](=O)[C:11]([CH3:18])([CH3:17])[C:12]([O:14]CC)=[O:13])[CH:5]=[N:6][C:7]=1[CH2:8][CH3:9].[H-].[Na+].BrC1C=C(C(=O)CC(OCC)=O)C=[N:27]C=1CC.IC, predict the reaction product. The product is: [Br:1][C:2]1[CH:3]=[C:4]([C:10]2[C:11]([CH3:18])([CH3:17])[C:12](=[O:13])[O:14][N:27]=2)[CH:5]=[N:6][C:7]=1[CH2:8][CH3:9].